From a dataset of Peptide-MHC class II binding affinity with 134,281 pairs from IEDB. Regression. Given a peptide amino acid sequence and an MHC pseudo amino acid sequence, predict their binding affinity value. This is MHC class II binding data. (1) The peptide sequence is GLSGEPKGGAESSSK. The MHC is DRB1_1201 with pseudo-sequence DRB1_1201. The binding affinity (normalized) is 0. (2) The peptide sequence is ASEGAVDIINRWQVV. The MHC is DRB1_0405 with pseudo-sequence DRB1_0405. The binding affinity (normalized) is 0.360. (3) The peptide sequence is VLGLPAIKAWVAKRP. The MHC is DRB1_0301 with pseudo-sequence DRB1_0301. The binding affinity (normalized) is 0.256. (4) The peptide sequence is ASYASPSLQTLIAVS. The MHC is HLA-DPA10201-DPB10101 with pseudo-sequence HLA-DPA10201-DPB10101. The binding affinity (normalized) is 0.331. (5) The peptide sequence is LSQLQTYMIQFDQYI. The MHC is DRB1_0401 with pseudo-sequence DRB1_0401. The binding affinity (normalized) is 0.726. (6) The peptide sequence is CKYGSLKPNCGNKVV. The MHC is HLA-DPA10301-DPB10402 with pseudo-sequence HLA-DPA10301-DPB10402. The binding affinity (normalized) is 0.102. (7) The peptide sequence is TFDGRGAQVYIGNGG. The MHC is HLA-DPA10201-DPB10501 with pseudo-sequence HLA-DPA10201-DPB10501. The binding affinity (normalized) is 0.0221. (8) The peptide sequence is THMMIWHSNLNDTTY. The MHC is DRB1_0101 with pseudo-sequence DRB1_0101. The binding affinity (normalized) is 0.206.